This data is from Peptide-MHC class I binding affinity with 185,985 pairs from IEDB/IMGT. The task is: Regression. Given a peptide amino acid sequence and an MHC pseudo amino acid sequence, predict their binding affinity value. This is MHC class I binding data. The peptide sequence is AMPAYNWMTV. The MHC is Mamu-A01 with pseudo-sequence Mamu-A01. The binding affinity (normalized) is 0.399.